Dataset: Catalyst prediction with 721,799 reactions and 888 catalyst types from USPTO. Task: Predict which catalyst facilitates the given reaction. (1) Reactant: [N+:1]([C:4]1[CH:9]=[C:8]([OH:10])[CH:7]=[CH:6][C:5]=1[OH:11])([O-])=O.[H][H]. Product: [NH2:1][C:4]1[CH:9]=[C:8]([OH:10])[CH:7]=[CH:6][C:5]=1[OH:11]. The catalyst class is: 29. (2) Product: [Cl:13][C:11]1[N:10]=[C:9]([CH:14]2[CH2:16][CH2:15]2)[C:8]([C:17]([F:20])([F:19])[F:18])=[C:7]([CH2:6][N:23]2[C:24](=[O:31])[C:25]3[C:30](=[CH:29][CH:28]=[CH:27][CH:26]=3)[C:22]2=[O:21])[CH:12]=1. Reactant: CS(O[CH2:6][C:7]1[CH:12]=[C:11]([Cl:13])[N:10]=[C:9]([CH:14]2[CH2:16][CH2:15]2)[C:8]=1[C:17]([F:20])([F:19])[F:18])(=O)=O.[O:21]=[C:22]1[C:30]2[C:25](=[CH:26][CH:27]=[CH:28][CH:29]=2)[C:24](=[O:31])[N-:23]1.[K+]. The catalyst class is: 3. (3) Reactant: C[CH:2]1[C:8](=[O:9])[NH:7][C:6]2[CH:10]=[CH:11][CH:12]=[CH:13][C:5]=2[C:4]2[CH:14]=[CH:15][CH:16]=[CH:17][C:3]1=2.CCN(CC)CC.[Si]([I:29])(C)(C)C. Product: [I:29][N:7]1[C:8](=[O:9])[CH2:2][C:3]2[CH:17]=[CH:16][CH:15]=[CH:14][C:4]=2[C:5]2[CH:13]=[CH:12][CH:11]=[CH:10][C:6]1=2. The catalyst class is: 2. (4) Reactant: [Cl:1][C:2]1[N:7]=[N:6][C:5]([N:8]2[CH2:12][C:11]([CH3:14])([CH3:13])[NH:10][C:9]2=[O:15])=[CH:4][CH:3]=1.[H-].[Na+].I[CH3:19]. Product: [Cl:1][C:2]1[N:7]=[N:6][C:5]([N:8]2[CH2:12][C:11]([CH3:13])([CH3:14])[N:10]([CH3:19])[C:9]2=[O:15])=[CH:4][CH:3]=1. The catalyst class is: 3.